From a dataset of Forward reaction prediction with 1.9M reactions from USPTO patents (1976-2016). Predict the product of the given reaction. (1) Given the reactants C([N:8]1[CH2:12][C@@H:11]([C:13]([N:15]2[CH2:19][C@@H:18]([N:20]([C@H:28]3[CH2:33][CH2:32][C@@H:31]([CH3:34])[CH2:30][CH2:29]3)[C:21]([C@@H:23]3[CH2:27][CH2:26][CH2:25][O:24]3)=[O:22])[CH2:17][C@H:16]2[C:35]([N:37]2[CH2:42][CH2:41][N:40]([CH3:43])[CH2:39][CH2:38]2)=[O:36])=[O:14])[C@H:10]([C:44]2[CH:49]=[CH:48][C:47]([Cl:50])=[CH:46][CH:45]=2)[CH2:9]1)(OC(C)(C)C)=O.Cl, predict the reaction product. The product is: [Cl:50][C:47]1[CH:46]=[CH:45][C:44]([C@@H:10]2[CH2:9][NH:8][CH2:12][C@H:11]2[C:13]([N:15]2[C@H:16]([C:35]([N:37]3[CH2:38][CH2:39][N:40]([CH3:43])[CH2:41][CH2:42]3)=[O:36])[CH2:17][C@H:18]([N:20]([C@H:28]3[CH2:33][CH2:32][C@@H:31]([CH3:34])[CH2:30][CH2:29]3)[C:21]([C@@H:23]3[CH2:27][CH2:26][CH2:25][O:24]3)=[O:22])[CH2:19]2)=[O:14])=[CH:49][CH:48]=1. (2) Given the reactants [CH3:1][O:2][CH2:3][CH2:4][O:5][CH2:6][CH2:7][O:8][CH2:9][CH2:10][OH:11].[H-].[Na+].[O:14]1[CH2:19][CH2:18][CH2:17][CH2:16][CH:15]1[CH:20]([CH2:41][CH2:42][CH2:43][CH2:44][CH2:45][CH2:46][CH2:47][CH2:48][CH2:49]Br)[CH2:21][O:22][CH2:23][CH:24]([CH:35]1[CH2:40][CH2:39][CH2:38][CH2:37][O:36]1)[CH2:25][CH2:26][CH2:27][CH2:28][CH2:29][CH2:30][CH2:31][CH2:32][CH2:33]Br, predict the reaction product. The product is: [O:14]1[CH2:19][CH2:18][CH2:17][CH2:16][CH:15]1[CH:20]([CH2:41][CH2:42][CH2:43][CH2:44][CH2:45][CH2:46][CH2:47][CH2:48][CH2:49][O:11][CH2:10][CH2:9][O:8][CH2:7][CH2:6][O:5][CH2:4][CH2:3][O:2][CH3:1])[CH2:21][O:22][CH2:23][CH:24]([CH:35]1[CH2:40][CH2:39][CH2:38][CH2:37][O:36]1)[CH2:25][CH2:26][CH2:27][CH2:28][CH2:29][CH2:30][CH2:31][CH2:32][CH2:33][O:11][CH2:10][CH2:9][O:8][CH2:7][CH2:6][O:5][CH2:4][CH2:3][O:2][CH3:1].